This data is from Forward reaction prediction with 1.9M reactions from USPTO patents (1976-2016). The task is: Predict the product of the given reaction. (1) Given the reactants Cl[C:2]1[N:11]=[C:10]([NH:12][CH2:13][CH:14]([C:21]2[CH:26]=[CH:25][CH:24]=[CH:23][CH:22]=2)[C:15]2[CH:16]=[N:17][CH:18]=[CH:19][CH:20]=2)[C:9]2[C:4](=[CH:5][CH:6]=[CH:7][CH:8]=2)[N:3]=1.[N:27]1[CH:28]=[N:29][N:30]2[CH:35]=[C:34](B(O)O)[CH:33]=[CH:32][C:31]=12.N1C=CN2C=C(C3N=C(NCC(C4C=CC=CC=4)C4NC=CC=4)C4C(=CC=CC=4)N=3)C=CC=12, predict the reaction product. The product is: [N:27]1[CH:28]=[N:29][N:30]2[CH:35]=[C:34]([C:2]3[N:11]=[C:10]([NH:12][CH2:13][CH:14]([C:21]4[CH:26]=[CH:25][CH:24]=[CH:23][CH:22]=4)[C:15]4[CH:16]=[N:17][CH:18]=[CH:19][CH:20]=4)[C:9]4[C:4](=[CH:5][CH:6]=[CH:7][CH:8]=4)[N:3]=3)[CH:33]=[CH:32][C:31]=12. (2) Given the reactants [CH:1]1([CH2:4][O:5][C:6]2[C:11]([O:12][CH3:13])=[CH:10][CH:9]=[CH:8][C:7]=2/[CH:14]=[CH:15]/[C:16]2[O:17][C:18]3[C:23]([C:24](=[O:27])[C:25]=2[I:26])=[CH:22][CH:21]=[CH:20][CH:19]=3)[CH2:3][CH2:2]1.[F:28]C1C=CC(O)=C(C(=O)C)C=1.C1(OC2C(OC)=CC=CC=2C=O)CCCC1, predict the reaction product. The product is: [CH:1]1([CH2:4][O:5][C:6]2[C:11]([O:12][CH3:13])=[CH:10][CH:9]=[CH:8][C:7]=2/[CH:14]=[CH:15]/[C:16]2[O:17][C:18]3[C:23]([C:24](=[O:27])[C:25]=2[I:26])=[CH:22][C:21]([F:28])=[CH:20][CH:19]=3)[CH2:3][CH2:2]1. (3) Given the reactants C([N:8]1[CH2:13][CH2:12][CH:11]([O:14][C:15]2[CH:16]=[C:17]([NH:21][C:22](=[O:31])[C:23]3[CH:28]=[CH:27][C:26]([F:29])=[CH:25][C:24]=3[Cl:30])[CH:18]=[CH:19][CH:20]=2)[CH:10]([CH3:32])[CH2:9]1)C1C=CC=CC=1.ClC(OC(Cl)C)=O, predict the reaction product. The product is: [ClH:30].[Cl:30][C:24]1[CH:25]=[C:26]([F:29])[CH:27]=[CH:28][C:23]=1[C:22]([NH:21][C:17]1[CH:18]=[CH:19][CH:20]=[C:15]([O:14][CH:11]2[CH2:12][CH2:13][NH:8][CH2:9][CH:10]2[CH3:32])[CH:16]=1)=[O:31]. (4) Given the reactants [CH3:1][C:2]1[C:6]2[C:7](=[O:19])[N:8]([CH2:11][CH2:12][N:13]3[CH2:18][CH2:17][CH2:16][CH2:15][CH2:14]3)[CH2:9][CH2:10][C:5]=2[NH:4][C:3]=1[CH:20]=O.[F:22][C:23]1[CH:24]=[C:25]2[C:29](=[CH:30][CH:31]=1)[NH:28][C:27](=[O:32])[CH2:26]2.N1CCCCC1, predict the reaction product. The product is: [F:22][C:23]1[CH:24]=[C:25]2[C:29](=[CH:30][CH:31]=1)[NH:28][C:27](=[O:32])[C:26]2=[CH:20][C:3]1[NH:4][C:5]2[CH2:10][CH2:9][N:8]([CH2:11][CH2:12][N:13]3[CH2:14][CH2:15][CH2:16][CH2:17][CH2:18]3)[C:7](=[O:19])[C:6]=2[C:2]=1[CH3:1]. (5) Given the reactants [Br:1][C:2]1[C:3]([Cl:18])=[C:4]([CH:15]=[CH:16][CH:17]=1)[C:5]([NH:7][CH2:8][C:9]1[CH:10]=[N:11][CH:12]=[CH:13][CH:14]=1)=O.C1(P(C2C=CC=CC=2)C2C=CC=CC=2)C=CC=CC=1.CC(OC(/N=N/C(OC(C)C)=O)=O)C.[N:52]([Si](C)(C)C)=[N+:53]=[N-:54], predict the reaction product. The product is: [Br:1][C:2]1[C:3]([Cl:18])=[C:4]([C:5]2[N:7]([CH2:8][C:9]3[CH:10]=[N:11][CH:12]=[CH:13][CH:14]=3)[N:54]=[N:53][N:52]=2)[CH:15]=[CH:16][CH:17]=1.